Dataset: Full USPTO retrosynthesis dataset with 1.9M reactions from patents (1976-2016). Task: Predict the reactants needed to synthesize the given product. (1) The reactants are: CC(C)([O-])C.[K+].[C:7]([CH2:9]P(=O)(OCC)OCC)#[N:8].O=[CH:19][CH2:20][CH:21]1[CH2:24][N:23]([C:25]([O:27][C:28]([CH3:31])([CH3:30])[CH3:29])=[O:26])[CH2:22]1. Given the product [C:7]([CH:9]=[CH:19][CH2:20][CH:21]1[CH2:24][N:23]([C:25]([O:27][C:28]([CH3:31])([CH3:30])[CH3:29])=[O:26])[CH2:22]1)#[N:8], predict the reactants needed to synthesize it. (2) The reactants are: C([O:3][C:4]([C:6]1[N:10]([CH:11]([CH3:13])[CH3:12])[C:9]([C:14]2[C:19]([NH:20][S:21]([C:24]3[CH:29]=[CH:28][C:27]([C:30]([CH3:33])([CH3:32])[CH3:31])=[CH:26][CH:25]=3)(=[O:23])=[O:22])=[CH:18][C:17]([Cl:34])=[CH:16][N:15]=2)=[N:8][N:7]=1)=O)C.[CH3:35][NH:36][CH3:37].[C-]#N.[K+]. Given the product [CH3:35][N:36]([CH3:37])[C:4]([C:6]1[N:10]([CH:11]([CH3:13])[CH3:12])[C:9]([C:14]2[C:19]([NH:20][S:21]([C:24]3[CH:25]=[CH:26][C:27]([C:30]([CH3:31])([CH3:32])[CH3:33])=[CH:28][CH:29]=3)(=[O:23])=[O:22])=[CH:18][C:17]([Cl:34])=[CH:16][N:15]=2)=[N:8][N:7]=1)=[O:3], predict the reactants needed to synthesize it. (3) Given the product [F:18][C:17]([F:20])([F:19])[C:14]1[CH:15]=[CH:16][C:10]2[O:9][C:8]([C:7]3[CH:6]=[CH:5][N:4]=[CH:3][C:2]=3[NH:1][C:21](=[O:23])[CH3:22])=[N:12][C:11]=2[CH:13]=1, predict the reactants needed to synthesize it. The reactants are: [NH2:1][C:2]1[CH:3]=[N:4][CH:5]=[CH:6][C:7]=1[C:8]1[O:9][C:10]2[CH:16]=[CH:15][C:14]([C:17]([F:20])([F:19])[F:18])=[CH:13][C:11]=2[N:12]=1.[C:21](OC(=O)C)(=[O:23])[CH3:22]. (4) Given the product [CH2:1]([N:8]([CH2:27][C@H:28]1[CH2:37][CH2:36][C:35]2[C:30](=[CH:31][CH:32]=[C:33]([OH:51])[CH:34]=2)[O:29]1)[CH2:9][C@H:10]([O:19][Si:20]([C:23]([CH3:25])([CH3:24])[CH3:26])([CH3:22])[CH3:21])[CH2:11][O:12][C:13]1[CH:14]=[CH:15][CH:16]=[CH:17][CH:18]=1)[C:2]1[CH:7]=[CH:6][CH:5]=[CH:4][CH:3]=1, predict the reactants needed to synthesize it. The reactants are: [CH2:1]([N:8]([CH2:27][C@H:28]1[CH2:37][CH2:36][C:35]2[C:30](=[CH:31][CH:32]=[C:33](B3OC(C)(C)C(C)(C)O3)[CH:34]=2)[O:29]1)[CH2:9][C@H:10]([O:19][Si:20]([C:23]([CH3:26])([CH3:25])[CH3:24])([CH3:22])[CH3:21])[CH2:11][O:12][C:13]1[CH:18]=[CH:17][CH:16]=[CH:15][CH:14]=1)[C:2]1[CH:7]=[CH:6][CH:5]=[CH:4][CH:3]=1.C[N+]1([O-])CC[O:51]CC1.O. (5) Given the product [F:1][C:2]([F:7])([F:6])[C:3]([OH:5])=[O:4].[F:8][C:9]([F:14])([F:13])[C:10]([OH:12])=[O:11].[Cl:22][C:23]1[CH:24]=[N:25][C:26]2[NH:27][C:28]3[CH:29]=[N:30][CH:31]=[C:32]([CH:54]=3)[CH2:33][CH2:34][C:35]3[CH:43]=[C:39]([NH:40][C:41]=1[N:42]=2)[CH:38]=[CH:37][C:36]=3[NH:44][C:45](=[O:53])[CH2:46][CH:47]1[CH2:52][CH2:51][N:50]([C:63]([C:59]2[CH:60]=[N:61][O:62][C:58]=2[CH:55]2[CH2:57][CH2:56]2)=[O:64])[CH2:49][CH2:48]1, predict the reactants needed to synthesize it. The reactants are: [F:1][C:2]([F:7])([F:6])[C:3]([OH:5])=[O:4].[F:8][C:9]([F:14])([F:13])[C:10]([OH:12])=[O:11].FC(F)(F)C(O)=O.[Cl:22][C:23]1[CH:24]=[N:25][C:26]2[NH:27][C:28]3[CH:29]=[N:30][CH:31]=[C:32]([CH:54]=3)[CH2:33][CH2:34][C:35]3[CH:43]=[C:39]([NH:40][C:41]=1[N:42]=2)[CH:38]=[CH:37][C:36]=3[NH:44][C:45](=[O:53])[CH2:46][CH:47]1[CH2:52][CH2:51][NH:50][CH2:49][CH2:48]1.[CH:55]1([C:58]2[O:62][N:61]=[CH:60][C:59]=2[C:63](O)=[O:64])[CH2:57][CH2:56]1. (6) Given the product [NH2:15][C:10]1[O:11][CH2:12][C@H:13]([F:14])[C@:8]([C:6]2[CH:7]=[C:2]([NH:1][C:29]([C:20]3[C:19]([F:18])=[CH:24][C:23]([C:25]([F:27])([F:26])[F:28])=[CH:22][N:21]=3)=[O:30])[CH:3]=[CH:4][C:5]=2[F:17])([CH3:16])[N:9]=1, predict the reactants needed to synthesize it. The reactants are: [NH2:1][C:2]1[CH:3]=[CH:4][C:5]([F:17])=[C:6]([C@:8]2([CH3:16])[C@@H:13]([F:14])[CH2:12][O:11][C:10]([NH2:15])=[N:9]2)[CH:7]=1.[F:18][C:19]1[C:20]([C:29](O)=[O:30])=[N:21][CH:22]=[C:23]([C:25]([F:28])([F:27])[F:26])[CH:24]=1.